The task is: Predict the product of the given reaction.. This data is from Forward reaction prediction with 1.9M reactions from USPTO patents (1976-2016). Given the reactants C([O:9][C@H:10]1[C@@H:14]([O:15]C(=O)C2C=CC=CC=2)[C@H:13]([N:24]2[CH:32]=[N:31][C:30]3[C:25]2=[N:26][C:27]([C:48]#[N:49])=[N:28][C:29]=3[NH:33][CH2:34][CH:35]([C:42]2[CH:47]=[CH:46][CH:45]=[CH:44][CH:43]=2)[C:36]2[CH:41]=[CH:40][CH:39]=[CH:38][CH:37]=2)[O:12][C@@H:11]1[C:50]([NH:52][CH2:53][CH3:54])=[O:51])(=O)C1C=CC=CC=1.N, predict the reaction product. The product is: [C:48]([C:27]1[N:26]=[C:25]2[C:30]([N:31]=[CH:32][N:24]2[C@@H:13]2[O:12][C@H:11]([C:50]([NH:52][CH2:53][CH3:54])=[O:51])[C@@H:10]([OH:9])[C@H:14]2[OH:15])=[C:29]([NH:33][CH2:34][CH:35]([C:42]2[CH:43]=[CH:44][CH:45]=[CH:46][CH:47]=2)[C:36]2[CH:37]=[CH:38][CH:39]=[CH:40][CH:41]=2)[N:28]=1)#[N:49].